Dataset: Forward reaction prediction with 1.9M reactions from USPTO patents (1976-2016). Task: Predict the product of the given reaction. (1) Given the reactants [Cl:1][C:2]1[CH:7]=[CH:6][C:5]([CH2:8][C:9]([OH:11])=[O:10])=[CH:4][CH:3]=1.Cl.[CH3:13]O, predict the reaction product. The product is: [Cl:1][C:2]1[CH:3]=[CH:4][C:5]([CH2:8][C:9]([O:11][CH3:13])=[O:10])=[CH:6][CH:7]=1. (2) Given the reactants [NH2:1][C:2]1[N:10]=[CH:9][N:8]=[C:7]2[C:3]=1[N:4]=[CH:5][N:6]2[C@H:11]1[C@@H:15]2[O:16]C(C)(C)[O:18][C@@H:14]2[C@@H:13]([CH2:21][N:22]([CH:41]([CH3:43])[CH3:42])[C:23](=[O:40])[CH2:24][CH2:25][CH2:26][C:27]2[NH:31][C:30]3[CH:32]=[CH:33][C:34]([C:36]([CH3:39])([CH3:38])[CH3:37])=[CH:35][C:29]=3[N:28]=2)[O:12]1, predict the reaction product. The product is: [NH2:1][C:2]1[N:10]=[CH:9][N:8]=[C:7]2[C:3]=1[N:4]=[CH:5][N:6]2[C@@H:11]1[O:12][C@H:13]([CH2:21][N:22]([CH:41]([CH3:42])[CH3:43])[C:23](=[O:40])[CH2:24][CH2:25][CH2:26][C:27]2[NH:31][C:30]3[CH:32]=[CH:33][C:34]([C:36]([CH3:38])([CH3:37])[CH3:39])=[CH:35][C:29]=3[N:28]=2)[C@@H:14]([OH:18])[C@H:15]1[OH:16].